Dataset: Reaction yield outcomes from USPTO patents with 853,638 reactions. Task: Predict the reaction yield, written as a fraction of the theoretical maximum amount of product (1.0 means a 100% yield; for example, 0.34 means a 34% yield). (1) The reactants are [Br:1][C:2]1(N)[CH:11]=[C:10]([C:12]([F:15])([F:14])[F:13])[C:9]2[C:4](=[CH:5][CH:6]=[C:7]([Cl:16])[CH:8]=2)[NH:3]1.[CH3:18][N:19](C=O)C. The catalyst is [C-]#N.[C-]#N.[Zn+2].C1C=CC([P]([Pd]([P](C2C=CC=CC=2)(C2C=CC=CC=2)C2C=CC=CC=2)([P](C2C=CC=CC=2)(C2C=CC=CC=2)C2C=CC=CC=2)[P](C2C=CC=CC=2)(C2C=CC=CC=2)C2C=CC=CC=2)(C2C=CC=CC=2)C2C=CC=CC=2)=CC=1. The product is [Br:1][C:2]1([C:18]#[N:19])[CH:11]=[C:10]([C:12]([F:15])([F:14])[F:13])[C:9]2[C:4](=[CH:5][CH:6]=[C:7]([Cl:16])[CH:8]=2)[NH:3]1. The yield is 0.510. (2) The reactants are [Cl:1][C:2]([F:14])([F:13])[C:3]1[CH:8]=[CH:7][C:6]([CH:9]([S:11][CH3:12])[CH3:10])=[CH:5][N:4]=1.[N:15]#[C:16][NH2:17].C(O)(=O)C.C(O)(=O)C.IC1C=CC=CC=1. The catalyst is C1COCC1. The product is [Cl:1][C:2]([F:13])([F:14])[C:3]1[N:4]=[CH:5][C:6]([CH:9]([S:11]([CH3:12])=[N:17][C:16]#[N:15])[CH3:10])=[CH:7][CH:8]=1. The yield is 0.480. (3) The reactants are C[O:2][CH:3](OC)[CH2:4][C:5]([CH3:20])([C:14]1[CH:19]=[CH:18][CH:17]=[CH:16][CH:15]=1)[C:6]([CH:8]1[CH2:13][CH2:12][CH2:11][CH2:10][CH2:9]1)=[O:7].Cl. The catalyst is CC(C)=O. The product is [CH:8]1([C:6](=[O:7])[C:5]([CH3:20])([C:14]2[CH:15]=[CH:16][CH:17]=[CH:18][CH:19]=2)[CH2:4][CH:3]=[O:2])[CH2:13][CH2:12][CH2:11][CH2:10][CH2:9]1. The yield is 0.977. (4) The reactants are Br[C:2]1[CH:7]=[CH:6][C:5]([C@H:8]([C:19]2[CH:24]=[CH:23][CH:22]=[CH:21][C:20]=2[CH3:25])[CH2:9][C:10]([C:12]2[CH:17]=[CH:16][N:15]=[C:14]([CH3:18])[CH:13]=2)=[O:11])=[CH:4][CH:3]=1.C(N(CC)CC)C.[Cl-].[NH4+].[C:35]([O:38][CH2:39]C)(=[O:37])C. The catalyst is CO.C1C=CC(P(C2C=CC=CC=2)[C-]2C=CC=C2)=CC=1.C1C=CC(P(C2C=CC=CC=2)[C-]2C=CC=C2)=CC=1.Cl[Pd]Cl.[Fe+2].ClCCl. The product is [CH3:39][O:38][C:35](=[O:37])[C:2]1[CH:7]=[CH:6][C:5]([C@H:8]([C:19]2[CH:24]=[CH:23][CH:22]=[CH:21][C:20]=2[CH3:25])[CH2:9][C:10]([C:12]2[CH:17]=[CH:16][N:15]=[C:14]([CH3:18])[CH:13]=2)=[O:11])=[CH:4][CH:3]=1. The yield is 0.870. (5) The reactants are [NH2:1][C:2]1[N:7]=[CH:6][N:5]=[C:4]2[N:8]([CH:12]3[CH2:17][CH2:16][CH2:15][N:14]([C:18]([O:20][C:21]([CH3:24])([CH3:23])[CH3:22])=[O:19])[CH2:13]3)[N:9]=[C:10](I)[C:3]=12.[O:25]([C:32]1[CH:37]=[CH:36][C:35](B(O)O)=[CH:34][CH:33]=1)[C:26]1[CH:31]=[CH:30][CH:29]=[CH:28][CH:27]=1.C(=O)([O-])[O-].[Na+].[Na+]. The catalyst is O1CCOCC1.O.C1C=CC([P]([Pd]([P](C2C=CC=CC=2)(C2C=CC=CC=2)C2C=CC=CC=2)([P](C2C=CC=CC=2)(C2C=CC=CC=2)C2C=CC=CC=2)[P](C2C=CC=CC=2)(C2C=CC=CC=2)C2C=CC=CC=2)(C2C=CC=CC=2)C2C=CC=CC=2)=CC=1. The product is [NH2:1][C:2]1[N:7]=[CH:6][N:5]=[C:4]2[N:8]([CH:12]3[CH2:17][CH2:16][CH2:15][N:14]([C:18]([O:20][C:21]([CH3:24])([CH3:23])[CH3:22])=[O:19])[CH2:13]3)[N:9]=[C:10]([C:35]3[CH:36]=[CH:37][C:32]([O:25][C:26]4[CH:31]=[CH:30][CH:29]=[CH:28][CH:27]=4)=[CH:33][CH:34]=3)[C:3]=12. The yield is 0.640.